Dataset: Full USPTO retrosynthesis dataset with 1.9M reactions from patents (1976-2016). Task: Predict the reactants needed to synthesize the given product. Given the product [CH3:61][O:63][C:24]1[CH:25]=[CH:18][CH:19]=[CH:20][C:21]=1[CH2:22][NH:23][C:2]1[CH:11]=[CH:10][N:9]=[C:8]2[C:3]=1[C:4]1[CH:16]=[CH:15][CH:14]=[CH:13][C:5]=1[C:6](=[O:12])[NH:7]2, predict the reactants needed to synthesize it. The reactants are: Cl[C:2]1[CH:11]=[CH:10][N:9]=[C:8]2[C:3]=1[C:4]1[CH:16]=[CH:15][CH:14]=[CH:13][C:5]=1[C:6](=[O:12])[NH:7]2.F[C:18]1[CH:25]=[CH:24][C:21]([CH2:22][NH2:23])=[CH:20][CH:19]=1.C1(P(C2CCCCC2)C2C=CC=CC=2C2C(C(C)C)=CC(C(C)C)=CC=2C(C)C)CCCCC1.C[C:61](C)([O-:63])C.[Na+].